This data is from Forward reaction prediction with 1.9M reactions from USPTO patents (1976-2016). The task is: Predict the product of the given reaction. (1) Given the reactants [CH3:1][NH:2][CH2:3][C:4]1[S:8][C:7]([C:9]([O:11][CH3:12])=[O:10])=[CH:6][CH:5]=1.C([O-])(O)=O.[Na+].[CH3:30][C:29]([O:28][C:26](O[C:26]([O:28][C:29]([CH3:32])([CH3:31])[CH3:30])=[O:27])=[O:27])([CH3:32])[CH3:31], predict the reaction product. The product is: [CH3:32][C:29]([O:28][C:26]([N:2]([CH2:3][C:4]1[S:8][C:7]([C:9]([O:11][CH3:12])=[O:10])=[CH:6][CH:5]=1)[CH3:1])=[O:27])([CH3:30])[CH3:31]. (2) The product is: [CH2:1]([N:3]([CH:28]1[CH2:29][CH2:30][O:31][CH2:32][CH2:33]1)[C:4]1[C:19]2[CH2:18][CH:17]=[CH:16][CH2:15][CH2:14][C:13]3[CH:20]=[C:21]([CH3:26])[N:22]=[C:23]([O:24][CH3:25])[C:12]=3[CH2:11][N:10]([CH3:36])[C:9](=[O:27])[C:8]=2[CH:7]=[CH:6][CH:5]=1)[CH3:2]. Given the reactants [CH2:1]([N:3]([CH:28]1[CH2:33][CH2:32][O:31][CH2:30][CH2:29]1)[C:4]1[C:19]2[CH2:18][CH:17]=[CH:16][CH2:15][CH2:14][C:13]3[CH:20]=[C:21]([CH3:26])[N:22]=[C:23]([O:24][CH3:25])[C:12]=3[CH2:11][NH:10][C:9](=[O:27])[C:8]=2[CH:7]=[CH:6][CH:5]=1)[CH3:2].[H-].[Na+].[CH3:36]I, predict the reaction product.